This data is from Catalyst prediction with 721,799 reactions and 888 catalyst types from USPTO. The task is: Predict which catalyst facilitates the given reaction. (1) Reactant: Br[C:2]1[S:3][CH:4]=[CH:5][N:6]=1.C(N(CC)CC)C.[C:14]([C:16]1[CH:17]=[N:18][CH:19]=[CH:20][CH:21]=1)#[CH:15]. Product: [S:3]1[CH:4]=[CH:5][N:6]=[C:2]1[C:15]#[C:14][C:16]1[CH:17]=[N:18][CH:19]=[CH:20][CH:21]=1. The catalyst class is: 654. (2) Reactant: [OH-].[Na+].[CH3:3][N:4]([CH3:26])[CH:5]1[CH2:10][CH2:9][N:8]([C:11](=[O:25])[CH2:12][CH2:13][C:14]2[N:15]([CH2:19][C:20]([O:22]CC)=[O:21])[CH:16]=[CH:17][N:18]=2)[CH2:7][CH2:6]1.Cl. Product: [CH3:26][N:4]([CH3:3])[CH:5]1[CH2:10][CH2:9][N:8]([C:11](=[O:25])[CH2:12][CH2:13][C:14]2[N:15]([CH2:19][C:20]([OH:22])=[O:21])[CH:16]=[CH:17][N:18]=2)[CH2:7][CH2:6]1. The catalyst class is: 8.